From a dataset of CYP2D6 inhibition data for predicting drug metabolism from PubChem BioAssay. Regression/Classification. Given a drug SMILES string, predict its absorption, distribution, metabolism, or excretion properties. Task type varies by dataset: regression for continuous measurements (e.g., permeability, clearance, half-life) or binary classification for categorical outcomes (e.g., BBB penetration, CYP inhibition). Dataset: cyp2d6_veith. (1) The compound is O=C(NC(=S)Nc1nc(-c2ccc(Br)cc2)cs1)c1cccnc1. The result is 0 (non-inhibitor). (2) The compound is COc1ccccc1-c1nccc(NCc2cnc(C)cn2)n1. The result is 0 (non-inhibitor). (3) The molecule is Cl/C(=C\n1cncn1)c1ccc(Cl)cc1Cl. The result is 0 (non-inhibitor). (4) The molecule is COC(=O)[C@@]1(Cc2ccc(OC)cc2)[C@H]2c3cc(C(=O)N(C)C)n(Cc4ccc(Cl)c(C(F)(F)F)c4)c3C[C@H]2CN1C(=O)c1ccccc1. The result is 0 (non-inhibitor). (5) The molecule is CCOC(=O)/C(C(N)=NCCCO)=C(/O)c1ccccc1. The result is 0 (non-inhibitor). (6) The molecule is N#CC(c1ccccn1)(c1ncc(C(F)(F)F)cc1Cl)N1CCOCC1. The result is 0 (non-inhibitor). (7) The compound is C[C@H](CCC(=O)O)[C@H]1CC[C@@H]2[C@@H]3[C@@H](O)C[C@H]4C[C@@H](O)CC[C@@]4(C)[C@H]3CC[C@]12C. The result is 0 (non-inhibitor). (8) The compound is O=C(Nc1cccc(F)c1)N1CC2(CCN(C(=O)c3ccco3)CC2)C1. The result is 0 (non-inhibitor).